From a dataset of Experimentally validated miRNA-target interactions with 360,000+ pairs, plus equal number of negative samples. Binary Classification. Given a miRNA mature sequence and a target amino acid sequence, predict their likelihood of interaction. (1) The miRNA is hsa-miR-494-5p with sequence AGGUUGUCCGUGUUGUCUUCUCU. The protein sequence of the target gene is MAHITINQYLQQVYEAIDSRDGASCAELVSFKHPHVANPRLQMASPEEKCQQVLEPPYDEMFAAHLRCTYAVGNHDFIEAYKCQTVIVQSFLRAFQAHKEENWALPVMYAVALDLRVFANNADQQLVKKGKSKVGDMLEKAAELLMSCFRVCASDTRAGIEDSKKWGMLFLVNQLFKIYFKINKLHLCKPLIRAIDSSNLKDDYSTAQRVTYKYYVGRKAMFDSDFKQAEEYLSFAFEHCHRSSQKNKRMILIYLLPVKMLLGHMPTVELLKKYHLMQFAEVTRAVSEGNLLLLHEALAK.... Result: 0 (no interaction). (2) The miRNA is hsa-miR-6715b-5p with sequence ACAGGCACGACUGGUUUGGCA. The protein sequence of the target gene is MLGKRKRVVLTIKDKLDIIKKLEEGISFKKLSVVYGIGESTVRDIKKNKERIINYANSSDPTSGVSKRKSMKSSTYEELDRVMIEWFNQQKTDGIPVSGTICAKQAKFFFDALGMEGDFNASSGWLTRFKQRHGIPKAAGKGTKLKGDETAAREFCGSFQEFVEKENLQPEQIYGADQTGLFWKCLPSRTLTLETDQSTSGCRSSRERIIIMCCANATGLHKLNLCVVGKAKKPRAFKGTDLSNLPVTYYSQKGAWIEQSVFRQWFEKYFVPQVQKHLKSKGLLEKAVLLLDFPPARPNE.... Result: 0 (no interaction). (3) The miRNA is hsa-miR-6780a-5p with sequence UUGGGAGGGAAGACAGCUGGAGA. The protein sequence of the target gene is MSVGLPGPHSLPSSEEASNSGNASSMPAVFHPENYSCLQGSATEMLCTEAASPRPSSEDLPLQGSPDSSTSPKQKLSSPEADKGPEEEENKVLARKQKMRTVFSQAQLCALKDRFQKQKYLSLQQMQELSSILNLSYKQVKTWFQNQRMKCKRWQKNQWLKTSNGLIQKGSAPVEYPSIHCSYPQGYLVNASGSLSMWGSQTWTNPTWSSQTWTNPTWNNQTWTNPTWSSQAWTAQSWNGQPWNAAPLHNFGEDFLQPYVQLQQNFSASDLEVNLEATRESHAHFSTPQALELFLNYSVT.... Result: 0 (no interaction). (4) The miRNA is hsa-miR-6839-3p with sequence UUGGGUUUUCUCUUCAAUCCAG. The protein sequence of the target gene is MWSRRQGRLRPTVCGVEELRRRRREREAALRKARREQQLVSKRLLRNDAPEEAGEGCVAAILGETEVQQFLRQAQRGTEEKEREGALVSLRRGLQHPETQQTFIRLEGSMRTLVGLLTSNQALLQLEAARCLHELSHSEQSTVAEACLPATSYLLTYLSSHSSDFIELCLYTLGNLIVESEAVRRQLLPQGIVPALAACIQSPHVAVLEALGYALSQLLQAEEAPEKIIPSILASTLPQHMLQMLQPGPKLNPGVAVEFAWCLHYIICSQVSNPLLIGHGALSTLGLLLLDLAGAVQKTE.... Result: 0 (no interaction). (5) The miRNA is hsa-miR-4795-3p with sequence AUAUUAUUAGCCACUUCUGGAU. The protein sequence of the target gene is MAMDGYLWMVILGFIIAFILAFSVGANDVANSFGTAVGSGVVTLRQACILASIFETTGSVLLGAKVGETIRKGIIDVNLYNETVETLMAGEVSAMVGSAVWQLIASFLRLPISGTHCIVGSTIGFSLVAIGPKGVQWMELVKIVASWFISPLLSGFMSGVLFILIRMFILTKEDPVPNGLQALPLFYAATIAINVFSIMYTGAPVLGLSLPIWAIALISFGVALLFAFFVWLFVCPWMKRKIAGRLEKESALSRASDESLRKVQEAESPGFKELPGAKPSDDSAVPLTSLAGEAVGASEG.... Result: 0 (no interaction).